This data is from Drug-target binding data from BindingDB using Ki measurements. The task is: Regression. Given a target protein amino acid sequence and a drug SMILES string, predict the binding affinity score between them. We predict pKi (pKi = -log10(Ki in M); higher means stronger inhibition). Dataset: bindingdb_ki. The compound is CCC[C@@H]1NC(=O)[C@@H](NC(=O)[C@@H](NC(=O)OC(C)(C)C)C(C)(C)C)c2ccc(cc2)Oc2cc(nc(-c3ccccc3)n2)/C=C/CCCS(=O)(=O)NC1=O. The target protein sequence is SPITAYSQQTRGLLGCIITSLTGRDKNQVEGEVQVVSTATQSFLATCVNGVCWTVFHGAGSKTLAGPKGPITQMYTNVDQDLVGWMAPPGARSMTPCTCGSSDLYLVTRHADVIPVRRRGDGRGSLLSPRPVSYLKGSSGGPLLCPSGHVVGIFRAAVCTRGVAKAVDFVPVESMETTMRSPVFTDNSSPPAVPQTFQVAHLHAPTGSGKSTKVPAAYAAQGYKVLVLNPSVAATLGFGAYMSKAGTDPNIRTGVRTITTGAPITYSTYGKFLADGGCSGGAYDIICDECHSTDSTTLGIGTVLDQAETAGARLVVLATATPPGSTVPHPNIEEVALSTTGEIPFYGKAIPIETIKGGRHLIFCHSKKKCDELAGKLSALGLNAVAYYRGLDVSVIPTSGDVVVVATDALMTGYTGDFDSVIDCNTCVTQTVDFSLDPTFTIETTTVPQDAVSRSQRRGRTGRGRGIYRFVTPGERPSGMFDSSVLCECYDAGCAWYELT.... The pKi is 5.6.